Dataset: Full USPTO retrosynthesis dataset with 1.9M reactions from patents (1976-2016). Task: Predict the reactants needed to synthesize the given product. (1) Given the product [Br:1][C:2]1[C:3]([CH:12]=[O:13])=[C:4]2[C:8](=[C:9]([CH3:11])[CH:10]=1)[N:7]([C:19]([O:18][C:15]([CH3:17])([CH3:16])[CH3:14])=[O:20])[CH:6]=[CH:5]2, predict the reactants needed to synthesize it. The reactants are: [Br:1][C:2]1[CH:10]=[C:9]([CH3:11])[C:8]2[NH:7][CH:6]=[CH:5][C:4]=2[C:3]=1[CH:12]=[O:13].[CH3:14][C:15]([O:18][C:19](O[C:19]([O:18][C:15]([CH3:17])([CH3:16])[CH3:14])=[O:20])=[O:20])([CH3:17])[CH3:16]. (2) Given the product [F:1][C:2]([F:7])([F:6])[C:3]([OH:5])=[O:4].[Br:8][C:9]1[C:10](=[O:35])[N:11]([CH2:26][C:27]2[CH:32]=[CH:31][N:30]=[C:29]([OH:4])[N:28]=2)[C:12]([CH3:25])=[CH:13][C:14]=1[O:15][CH2:16][C:17]1[CH:22]=[CH:21][C:20]([F:23])=[CH:19][C:18]=1[F:24], predict the reactants needed to synthesize it. The reactants are: [F:1][C:2]([F:7])([F:6])[C:3]([OH:5])=[O:4].[Br:8][C:9]1[C:10](=[O:35])[N:11]([CH2:26][C:27]2[CH:32]=[CH:31][N:30]=[C:29](C#N)[N:28]=2)[C:12]([CH3:25])=[CH:13][C:14]=1[O:15][CH2:16][C:17]1[CH:22]=[CH:21][C:20]([F:23])=[CH:19][C:18]=1[F:24]. (3) Given the product [CH3:11][C@H:12]1[CH2:17][N:16]([C:2]2[CH:7]=[CH:6][C:5]([N+:8]([O-:10])=[O:9])=[CH:4][CH:3]=2)[CH2:15][CH2:14][N:13]1[C:18]([O:20][C:21]([CH3:22])([CH3:24])[CH3:23])=[O:19], predict the reactants needed to synthesize it. The reactants are: F[C:2]1[CH:7]=[CH:6][C:5]([N+:8]([O-:10])=[O:9])=[CH:4][CH:3]=1.[CH3:11][C@H:12]1[CH2:17][NH:16][CH2:15][CH2:14][N:13]1[C:18]([O:20][C:21]([CH3:24])([CH3:23])[CH3:22])=[O:19].C(=O)([O-])[O-].[K+].[K+]. (4) Given the product [CH2:22]([NH:2][C@@H:3]1[CH2:5][C@H:4]1[C:6]1[CH:7]=[CH:8][C:9]([NH:12][C:13](=[O:21])[C:14]2[CH:19]=[CH:18][CH:17]=[C:16]([CH3:20])[CH:15]=2)=[CH:10][CH:11]=1)[C:23]1[CH:28]=[CH:27][CH:26]=[CH:25][CH:24]=1, predict the reactants needed to synthesize it. The reactants are: Cl.[NH2:2][C@@H:3]1[CH2:5][C@H:4]1[C:6]1[CH:11]=[CH:10][C:9]([NH:12][C:13](=[O:21])[C:14]2[CH:19]=[CH:18][CH:17]=[C:16]([CH3:20])[CH:15]=2)=[CH:8][CH:7]=1.[CH:22](=O)[C:23]1[CH:28]=[CH:27][CH:26]=[CH:25][CH:24]=1.C(=O)([O-])O.[Na+].[BH4-].[Na+].